From a dataset of Forward reaction prediction with 1.9M reactions from USPTO patents (1976-2016). Predict the product of the given reaction. (1) Given the reactants C[O:2][C:3](=[O:19])[C:4]1[CH:9]=[CH:8][CH:7]=[C:6]([CH2:10][O:11][C:12]2[CH:17]=[CH:16][C:15](I)=[CH:14][CH:13]=2)[CH:5]=1.[F:20][C:21]([F:33])([F:32])[O:22][C:23]1[CH:28]=[CH:27][CH:26]=[CH:25][C:24]=1B(O)O, predict the reaction product. The product is: [F:20][C:21]([F:32])([F:33])[O:22][C:23]1[CH:28]=[CH:27][CH:26]=[CH:25][C:24]=1[C:15]1[CH:16]=[CH:17][C:12]([O:11][CH2:10][C:6]2[CH:5]=[C:4]([CH:9]=[CH:8][CH:7]=2)[C:3]([OH:2])=[O:19])=[CH:13][CH:14]=1. (2) The product is: [OH:16][C:17]1[CH:18]=[C:19](/[CH:25]=[CH:26]/[C:27]([NH:29][C:30]2[CH:35]=[CH:34][CH:33]=[C:32]([O:36][CH2:43][C:41]3[O:42][C:38]([CH3:37])=[CH:39][CH:40]=3)[CH:31]=2)=[O:28])[CH:20]=[CH:21][C:22]=1[O:23][CH3:24]. Given the reactants CCOC(/N=N/C(OCC)=O)=O.C([O:16][C:17]1[CH:18]=[C:19](/[CH:25]=[CH:26]/[C:27]([NH:29][C:30]2[CH:35]=[CH:34][CH:33]=[C:32]([OH:36])[CH:31]=2)=[O:28])[CH:20]=[CH:21][C:22]=1[O:23][CH3:24])(=O)C.[CH3:37][C:38]1[O:42][C:41]([CH2:43]O)=[CH:40][CH:39]=1.C1(P(C2C=CC=CC=2)C2C=CC=CC=2)C=CC=CC=1, predict the reaction product. (3) Given the reactants [CH2:1]([O:8][C:9]([N:11]1[CH2:16][CH2:15][CH2:14][C:13](=[O:17])[CH2:12]1)=[O:10])[C:2]1[CH:7]=[CH:6][CH:5]=[CH:4][CH:3]=1.N1CCCC1.[CH2:23](Br)[C:24]1[CH:29]=[CH:28][CH:27]=[CH:26][CH:25]=1, predict the reaction product. The product is: [CH2:1]([O:8][C:9]([N:11]1[CH2:16][CH2:15][CH2:14][C:13](=[O:17])[CH:12]1[CH2:23][C:24]1[CH:29]=[CH:28][CH:27]=[CH:26][CH:25]=1)=[O:10])[C:2]1[CH:7]=[CH:6][CH:5]=[CH:4][CH:3]=1. (4) Given the reactants [F:1][C:2]1[C:3]([CH3:12])=[C:4]([CH:8]=[CH:9][C:10]=1[F:11])[C:5](O)=[O:6].C(Cl)(=O)C(Cl)=O.CN(C=O)C.[BH4-].[Na+], predict the reaction product. The product is: [F:1][C:2]1[C:3]([CH3:12])=[C:4]([CH2:5][OH:6])[CH:8]=[CH:9][C:10]=1[F:11]. (5) Given the reactants O[C:2]1[C:3]2[N:11]=[CH:10][CH:9]=[C:8]([C:12]([NH2:14])=[O:13])[C:4]=2[N:5]=[CH:6][N:7]=1.Cl.[NH2:16][C@@H:17]([C:33]1[CH:38]=[C:37]([C:39]([F:42])([F:41])[F:40])[CH:36]=[C:35]([F:43])[CH:34]=1)[CH2:18][N:19]([CH3:32])S(C1C=CC([N+]([O-])=O)=CC=1)(=O)=O, predict the reaction product. The product is: [F:43][C:35]1[CH:34]=[C:33]([C@H:17]([NH:16][C:2]2[C:3]3[N:11]=[CH:10][CH:9]=[C:8]([C:12]([NH2:14])=[O:13])[C:4]=3[N:5]=[CH:6][N:7]=2)[CH2:18][NH:19][CH3:32])[CH:38]=[C:37]([C:39]([F:42])([F:41])[F:40])[CH:36]=1. (6) The product is: [Cl:8][C:6]1[N:5]=[CH:4][N:3]=[C:2]([NH:23][CH2:22][CH2:21][CH2:20][N:19]([CH3:24])[CH3:18])[CH:7]=1. Given the reactants Cl[C:2]1[CH:7]=[C:6]([Cl:8])[N:5]=[CH:4][N:3]=1.CCN(C(C)C)C(C)C.[CH3:18][N:19]([CH3:24])[CH2:20][CH2:21][CH2:22][NH2:23].O, predict the reaction product. (7) Given the reactants [Cl:1][C:2]1[CH:3]=[CH:4][C:5]([O:15][CH2:16][C:17]2[CH:22]=[CH:21][C:20]([Br:23])=[CH:19][C:18]=2[F:24])=[C:6]([C:8](=O)[CH2:9][CH2:10][C:11](=O)[CH3:12])[CH:7]=1.[CH3:25][O:26][C:27](=[O:36])[C:28]1[CH:33]=[C:32]([OH:34])[CH:31]=[C:30]([NH2:35])[CH:29]=1.CC1C=CC(S(O)(=O)=O)=CC=1, predict the reaction product. The product is: [CH3:25][O:26][C:27](=[O:36])[C:28]1[CH:33]=[C:32]([OH:34])[CH:31]=[C:30]([N:35]2[C:11]([CH3:12])=[CH:10][CH:9]=[C:8]2[C:6]2[CH:7]=[C:2]([Cl:1])[CH:3]=[CH:4][C:5]=2[O:15][CH2:16][C:17]2[CH:22]=[CH:21][C:20]([Br:23])=[CH:19][C:18]=2[F:24])[CH:29]=1.